Dataset: Full USPTO retrosynthesis dataset with 1.9M reactions from patents (1976-2016). Task: Predict the reactants needed to synthesize the given product. (1) The reactants are: [C:1]([NH:5][C:6]([C:8]1[CH:12]=[C:11]([C:13]2[CH:18]=[CH:17][C:16]([C:19]#[N:20])=[CH:15][N:14]=2)[N:10]([C:21]2[CH:26]=[CH:25][CH:24]=[CH:23][CH:22]=2)[N:9]=1)=[O:7])([CH3:4])([CH3:3])[CH3:2].N. Given the product [C:1]([NH:5][C:6]([C:8]1[CH:12]=[C:11]([C:13]2[CH:18]=[CH:17][C:16]([CH2:19][NH2:20])=[CH:15][N:14]=2)[N:10]([C:21]2[CH:26]=[CH:25][CH:24]=[CH:23][CH:22]=2)[N:9]=1)=[O:7])([CH3:4])([CH3:2])[CH3:3], predict the reactants needed to synthesize it. (2) Given the product [Br:19][C:16]1[S:15][C:14]2[CH2:13][C:12]3[C:8]([C:5]4[CH:6]=[CH:7][C:2]([Br:1])=[CH:3][CH:4]=4)=[N:9][NH:10][C:11]=3[C:18]=2[CH:17]=1, predict the reactants needed to synthesize it. The reactants are: [Br:1][C:2]1[CH:7]=[CH:6][C:5]([C:8]2[C:12]3[CH2:13][C:14]4[S:15][CH:16]=[CH:17][C:18]=4[C:11]=3[NH:10][N:9]=2)=[CH:4][CH:3]=1.[Br:19]Br. (3) The reactants are: [Cl:1][C:2]1[C:3]([N+:10]([O-:12])=[O:11])=[C:4]([NH2:9])[C:5]([NH2:8])=[CH:6][CH:7]=1.[C:13](=S)=[S:14]. Given the product [Cl:1][C:2]1[CH:7]=[CH:6][C:5]2[NH:8][C:13]([SH:14])=[N:9][C:4]=2[C:3]=1[N+:10]([O-:12])=[O:11], predict the reactants needed to synthesize it. (4) Given the product [NH2:35][C:24]1[N:23]=[C:22]([C:21]2[CH:20]=[C:19]3[C:14]([CH2:15][CH2:16][N:17]([C:8]([NH:7][CH:1]4[CH2:6][CH2:5][CH2:4][CH2:3][CH2:2]4)=[O:9])[CH2:18]3)=[CH:13][C:12]=2[F:11])[CH:27]=[C:26]([N:28]2[CH2:29][CH2:30][N:31]([CH3:34])[CH2:32][CH2:33]2)[N:25]=1, predict the reactants needed to synthesize it. The reactants are: [CH:1]1([N:7]=[C:8]=[O:9])[CH2:6][CH2:5][CH2:4][CH2:3][CH2:2]1.Cl.[F:11][C:12]1[CH:13]=[C:14]2[C:19](=[CH:20][C:21]=1[C:22]1[CH:27]=[C:26]([N:28]3[CH2:33][CH2:32][N:31]([CH3:34])[CH2:30][CH2:29]3)[N:25]=[C:24]([NH2:35])[N:23]=1)[CH2:18][NH:17][CH2:16][CH2:15]2. (5) Given the product [CH3:19][C:20]1[CH:26]=[CH:25][C:23]([NH:24][C:13](=[O:15])[C:12]2[CH:16]=[CH:17][CH:18]=[C:10]([S:7]([N:1]3[CH2:2][CH2:3][CH2:4][CH2:5][CH2:6]3)(=[O:8])=[O:9])[CH:11]=2)=[CH:22][CH:21]=1, predict the reactants needed to synthesize it. The reactants are: [N:1]1([S:7]([C:10]2[CH:11]=[C:12]([CH:16]=[CH:17][CH:18]=2)[C:13]([OH:15])=O)(=[O:9])=[O:8])[CH2:6][CH2:5][CH2:4][CH2:3][CH2:2]1.[CH3:19][C:20]1[CH:26]=[CH:25][C:23]([NH2:24])=[CH:22][CH:21]=1.